This data is from Catalyst prediction with 721,799 reactions and 888 catalyst types from USPTO. The task is: Predict which catalyst facilitates the given reaction. Reactant: [Cl:1][C:2]1[CH:3]=[CH:4][C:5]([N+:12]([O-])=O)=[C:6]([C:8](=[O:11])[CH2:9][CH3:10])[CH:7]=1.[NH4+].[Cl-]. Product: [NH2:12][C:5]1[CH:4]=[CH:3][C:2]([Cl:1])=[CH:7][C:6]=1[C:8](=[O:11])[CH2:9][CH3:10]. The catalyst class is: 314.